The task is: Predict the reactants needed to synthesize the given product.. This data is from Full USPTO retrosynthesis dataset with 1.9M reactions from patents (1976-2016). (1) Given the product [ClH:1].[ClH:1].[CH3:18][N:13]1[CH2:14][CH:15]2[CH2:17][CH:11]([CH2:10][C:9]([C:5]3[CH:4]=[N:3][CH:8]=[CH:7][CH:6]=3)=[CH:16]2)[CH2:12]1, predict the reactants needed to synthesize it. The reactants are: [ClH:1].Cl.[N:3]1[CH:8]=[CH:7][CH:6]=[C:5]([C:9]2[CH2:16][CH:15]3[CH2:17][CH:11]([CH2:12][NH:13][CH2:14]3)[CH:10]=2)[CH:4]=1.[CH:18](O)=O. (2) The reactants are: [NH2:1][C:2]1[N:3]=[C:4]2[CH:9]=[CH:8][C:7]([O:10][C:11]3[CH:12]=[C:13]([NH:17][C:18](=[O:29])[C:19]4[CH:24]=[CH:23][CH:22]=[C:21]([C:25]([F:28])([F:27])[F:26])[CH:20]=4)[CH:14]=[CH:15][CH:16]=3)=[CH:6][N:5]2[CH:30]=1.[CH:31]1([C:34](Cl)=[O:35])[CH2:33][CH2:32]1. Given the product [CH:31]1([C:34]([NH:1][C:2]2[N:3]=[C:4]3[CH:9]=[CH:8][C:7]([O:10][C:11]4[CH:12]=[C:13]([NH:17][C:18](=[O:29])[C:19]5[CH:24]=[CH:23][CH:22]=[C:21]([C:25]([F:28])([F:26])[F:27])[CH:20]=5)[CH:14]=[CH:15][CH:16]=4)=[CH:6][N:5]3[CH:30]=2)=[O:35])[CH2:33][CH2:32]1, predict the reactants needed to synthesize it. (3) Given the product [Br:51][C:36]1[C:35](=[O:52])[N:34]([CH2:33][C:30]2[N:31]=[CH:32][C:27]([CH2:26][NH:25][C:3](=[O:4])[C:2]([OH:1])([CH3:7])[CH3:6])=[N:28][CH:29]=2)[C:39]([CH3:40])=[CH:38][C:37]=1[O:41][CH2:42][C:43]1[CH:48]=[CH:47][C:46]([F:49])=[CH:45][C:44]=1[F:50], predict the reactants needed to synthesize it. The reactants are: [OH:1][C:2]([CH3:7])([CH3:6])[C:3](O)=[O:4].ON1C2C=CC=CC=2N=N1.CN1CCOCC1.[NH2:25][CH2:26][C:27]1[N:28]=[CH:29][C:30]([CH2:33][N:34]2[C:39]([CH3:40])=[CH:38][C:37]([O:41][CH2:42][C:43]3[CH:48]=[CH:47][C:46]([F:49])=[CH:45][C:44]=3[F:50])=[C:36]([Br:51])[C:35]2=[O:52])=[N:31][CH:32]=1.C(N=C=NCCCN(C)C)C. (4) The reactants are: C[O:2][C:3]([CH:5]([O:10][C:11]1[CH:20]=[CH:19][CH:18]=[CH:17][C:12]=1[C:13]([O:15]C)=[O:14])[CH2:6][CH2:7][CH2:8][CH3:9])=[O:4].[OH-].[Na+]. Given the product [C:3]([CH:5]([O:10][C:11]1[CH:20]=[CH:19][CH:18]=[CH:17][C:12]=1[C:13]([OH:15])=[O:14])[CH2:6][CH2:7][CH2:8][CH3:9])([OH:4])=[O:2], predict the reactants needed to synthesize it. (5) Given the product [F:23][C:24]1[CH:29]=[CH:28][CH:27]=[CH:26][C:25]=1[NH:30][C:31]([NH:22][C:9]1[CH:10]=[CH:11][C:12]([O:13][CH2:14][CH2:15][N:16]2[CH2:21][CH2:20][CH2:19][CH2:18][CH2:17]2)=[C:7]([C:6]2[N:2]([CH3:1])[N:3]=[CH:4][CH:5]=2)[CH:8]=1)=[O:32], predict the reactants needed to synthesize it. The reactants are: [CH3:1][N:2]1[C:6]([C:7]2[CH:8]=[C:9]([NH2:22])[CH:10]=[CH:11][C:12]=2[O:13][CH2:14][CH2:15][N:16]2[CH2:21][CH2:20][CH2:19][CH2:18][CH2:17]2)=[CH:5][CH:4]=[N:3]1.[F:23][C:24]1[CH:29]=[CH:28][CH:27]=[CH:26][C:25]=1[N:30]=[C:31]=[O:32]. (6) Given the product [CH2:24]([S:25][C:6]1[CH:7]=[C:2]([Br:1])[C:3]([CH:9]([F:11])[F:10])=[N:4][CH:5]=1)[C:18]1[CH:23]=[CH:22][CH:21]=[CH:20][CH:19]=1.[CH2:24]([S:25][C:2]1[C:3]([CH:9]([F:11])[F:10])=[N:4][CH:5]=[C:6]([Br:8])[CH:7]=1)[C:18]1[CH:23]=[CH:22][CH:21]=[CH:20][CH:19]=1, predict the reactants needed to synthesize it. The reactants are: [Br:1][C:2]1[C:3]([CH:9]([F:11])[F:10])=[N:4][CH:5]=[C:6]([Br:8])[CH:7]=1.C([O-])([O-])=O.[K+].[K+].[C:18]1([CH2:24][SH:25])[CH:23]=[CH:22][CH:21]=[CH:20][CH:19]=1. (7) The reactants are: Cl[CH2:2][C:3]1[CH:4]=[CH:5][C:6]2[S:11][C:10]3[N:12]=[CH:13][CH:14]=[N:15][C:9]=3[N:8]([CH2:16][O:17][CH3:18])[C:7]=2[CH:19]=1.[N:20]1[CH:28]=[C:27]2[C:23]([N:24]=[CH:25][NH:26]2)=[N:22][CH:21]=1.[H-].[Na+]. Given the product [N:20]1[CH:28]=[C:27]2[C:23]([N:24]([CH2:2][C:3]3[CH:4]=[CH:5][C:6]4[S:11][C:10]5[N:12]=[CH:13][CH:14]=[N:15][C:9]=5[N:8]([CH2:16][O:17][CH3:18])[C:7]=4[CH:19]=3)[CH:25]=[N:26]2)=[N:22][CH:21]=1.[N:20]1[CH:28]=[C:27]2[C:23]([N:24]=[CH:25][N:26]2[CH2:2][C:3]2[CH:4]=[CH:5][C:6]3[S:11][C:10]4[N:12]=[CH:13][CH:14]=[N:15][C:9]=4[N:8]([CH2:16][O:17][CH3:18])[C:7]=3[CH:19]=2)=[N:22][CH:21]=1, predict the reactants needed to synthesize it. (8) Given the product [ClH:1].[Cl:1][C:2]1[CH:3]=[C:4]([CH:9]2[O:15][CH2:14][CH2:13][NH:12][CH2:11][CH:10]2[CH2:23][OH:24])[CH:5]=[CH:6][C:7]=1[Cl:8], predict the reactants needed to synthesize it. The reactants are: [Cl:1][C:2]1[CH:3]=[C:4]([CH:9]2[O:15][CH2:14][CH2:13][N:12](C(OC(C)(C)C)=O)[CH2:11][CH:10]2[CH2:23][OH:24])[CH:5]=[CH:6][C:7]=1[Cl:8].Cl.C(O)C.